Dataset: Reaction yield outcomes from USPTO patents with 853,638 reactions. Task: Predict the reaction yield, written as a fraction of the theoretical maximum amount of product (1.0 means a 100% yield; for example, 0.34 means a 34% yield). (1) The reactants are [CH3:1][O:2][C:3]1[CH:22]=[CH:21][C:6]([CH2:7][N:8]2[CH:12]=[C:11]([C:13]3[CH:18]=[CH:17][N:16]=[C:15](SC)[N:14]=3)[CH:10]=[N:9]2)=[CH:5][CH:4]=1.C1C=C(Cl)C=C(C(OO)=O)C=1.[NH2:34][C:35]1[CH:36]=[C:37]([OH:42])[CH:38]=[CH:39][C:40]=1[F:41].C([O-])([O-])=O.[K+].[K+]. The catalyst is ClCCl.CN(C=O)C.O. The product is [CH3:1][O:2][C:3]1[CH:22]=[CH:21][C:6]([CH2:7][N:8]2[CH:12]=[C:11]([C:13]3[CH:18]=[CH:17][N:16]=[C:15]([O:42][C:37]4[CH:38]=[CH:39][C:40]([F:41])=[C:35]([NH2:34])[CH:36]=4)[N:14]=3)[CH:10]=[N:9]2)=[CH:5][CH:4]=1. The yield is 0.840. (2) The reactants are [C:1]([C:4]1[N:12]2[C:7]([C:8]([NH2:13])=[N:9][CH:10]=[N:11]2)=[C:6]([C:14]2[CH:19]=[CH:18][C:17]([NH:20][C:21]([NH:23][C:24]3[CH:29]=[C:28]([C:30]([F:33])([F:32])[F:31])[CH:27]=[CH:26][C:25]=3[F:34])=[O:22])=[CH:16][CH:15]=2)[CH:5]=1)(=[O:3])[CH3:2].C(N(C(C)C)CC)(C)C.C[Si](OS(C(F)(F)F)(=O)=O)(C)C.[Br:56]N1C(C)(C)C(=O)N(Br)C1=O. The catalyst is C1COCC1. The product is [Br:56][CH2:2][C:1]([C:4]1[N:12]2[C:7]([C:8]([NH2:13])=[N:9][CH:10]=[N:11]2)=[C:6]([C:14]2[CH:19]=[CH:18][C:17]([NH:20][C:21]([NH:23][C:24]3[CH:29]=[C:28]([C:30]([F:33])([F:32])[F:31])[CH:27]=[CH:26][C:25]=3[F:34])=[O:22])=[CH:16][CH:15]=2)[CH:5]=1)=[O:3]. The yield is 0.700. (3) The reactants are Cl.[CH2:2]1[CH:14]2[CH:6]([C:7]3[C:12]([CH2:13]2)=[CH:11][CH:10]=[CH:9][CH:8]=3)[CH2:5][NH:4][CH2:3]1.[CH:15]([C:17]1[CH:32]=[CH:31][C:20]([O:21][C:22]2[CH:30]=[CH:29][C:25]([C:26]([NH2:28])=[O:27])=[CH:24][N:23]=2)=[CH:19][CH:18]=1)=O.C(O[BH-](OC(=O)C)OC(=O)C)(=O)C.[Na+].C(O)(=O)C. The catalyst is ClCCCl.CO.C(Cl)Cl. The product is [CH2:2]1[CH:14]2[CH:6]([C:7]3[C:12]([CH2:13]2)=[CH:11][CH:10]=[CH:9][CH:8]=3)[CH2:5][N:4]([CH2:15][C:17]2[CH:32]=[CH:31][C:20]([O:21][C:22]3[CH:30]=[CH:29][C:25]([C:26]([NH2:28])=[O:27])=[CH:24][N:23]=3)=[CH:19][CH:18]=2)[CH2:3]1. The yield is 0.580.